From a dataset of Reaction yield outcomes from USPTO patents with 853,638 reactions. Predict the reaction yield, written as a fraction of the theoretical maximum amount of product (1.0 means a 100% yield; for example, 0.34 means a 34% yield). (1) The reactants are [CH3:1][O:2][C:3]1[CH:4]=[C:5]2[C:10](=[CH:11][CH:12]=1)[CH:9]([CH2:13][C:14]1[CH:19]=[CH:18][C:17]([O:20][CH2:21][C:22]3[CH:27]=[CH:26][CH:25]=[CH:24][CH:23]=3)=[CH:16][CH:15]=1)[N:8]([C:28]1[CH:33]=[CH:32][C:31]([N+:34]([O-])=O)=[CH:30][CH:29]=1)[CH2:7][CH2:6]2.Cl[Sn]Cl.O. The catalyst is C1COCC1.CC(O)=O.O. The product is [NH2:34][C:31]1[CH:32]=[CH:33][C:28]([N:8]2[CH2:7][CH2:6][C:5]3[C:10](=[CH:11][CH:12]=[C:3]([O:2][CH3:1])[CH:4]=3)[CH:9]2[CH2:13][C:14]2[CH:19]=[CH:18][C:17]([O:20][CH2:21][C:22]3[CH:23]=[CH:24][CH:25]=[CH:26][CH:27]=3)=[CH:16][CH:15]=2)=[CH:29][CH:30]=1. The yield is 0.950. (2) The reactants are [NH2:1][C:2]1[CH:7]=[C:6]([Cl:8])[CH:5]=[CH:4][C:3]=1[OH:9].[C:10]([O:14][C:15]([N:17]1[CH2:22][CH2:21][C:20](=O)[CH2:19][CH2:18]1)=[O:16])([CH3:13])([CH3:12])[CH3:11].C(O[BH-](OC(=O)C)OC(=O)C)(=O)C.[Na+].C(O)(=O)C.C([O-])(O)=O.[Na+]. The catalyst is ClCCl. The product is [C:10]([O:14][C:15]([N:17]1[CH2:22][CH2:21][CH:20]([NH:1][C:2]2[CH:7]=[C:6]([Cl:8])[CH:5]=[CH:4][C:3]=2[OH:9])[CH2:19][CH2:18]1)=[O:16])([CH3:13])([CH3:11])[CH3:12]. The yield is 0.820. (3) The reactants are Cl.Cl.[NH2:3][CH:4]1[CH2:9][CH2:8][N:7]([CH2:10][C@H:11]2[N:21]3[C:22]4[N:13]([C:14](=[O:24])[CH:15]=[CH:16][C:17]=4[CH:18]=[CH:19][C:20]3=[O:23])[CH2:12]2)[CH2:6][CH2:5]1.CCN(CC)CC.[Cl:32][C:33]1[CH:34]=[C:35]([CH:40]=O)[CH:36]=[N:37][C:38]=1[CH3:39].[BH-](OC(C)=O)(OC(C)=O)OC(C)=O.[Na+]. The yield is 0.130. The product is [ClH:32].[Cl:32][C:33]1[CH:34]=[C:35]([CH2:40][NH:3][CH:4]2[CH2:5][CH2:6][N:7]([CH2:10][C@H:11]3[N:21]4[C:22]5[N:13]([C:14](=[O:24])[CH:15]=[CH:16][C:17]=5[CH:18]=[CH:19][C:20]4=[O:23])[CH2:12]3)[CH2:8][CH2:9]2)[CH:36]=[N:37][C:38]=1[CH3:39]. The catalyst is C(Cl)(Cl)Cl. (4) The reactants are [CH2:1]([C:3]1[NH:4][C:5](=[O:27])[C:6]([CH2:12][C:13]2[CH:18]=[CH:17][C:16]([C:19]3[C:20]([C:25]#[N:26])=[CH:21][CH:22]=[CH:23][CH:24]=3)=[CH:15][CH:14]=2)=[C:7]([CH2:9][CH2:10][CH3:11])[N:8]=1)[CH3:2].[O:28]1[CH2:33][CH2:32][CH:31]([O:34][C:35]2[N:40]=[CH:39][C:38](B(O)O)=[CH:37][CH:36]=2)[CH2:30][CH2:29]1.N1C=CC=CC=1.C(N(CC)CC)C. The catalyst is C([O-])(=O)C.[Cu+2].C([O-])(=O)C.C(OCC)(=O)C.C(Cl)Cl. The product is [CH2:1]([C:3]1[N:4]([C:38]2[CH:39]=[N:40][C:35]([O:34][CH:31]3[CH2:32][CH2:33][O:28][CH2:29][CH2:30]3)=[CH:36][CH:37]=2)[C:5](=[O:27])[C:6]([CH2:12][C:13]2[CH:18]=[CH:17][C:16]([C:19]3[C:20]([C:25]#[N:26])=[CH:21][CH:22]=[CH:23][CH:24]=3)=[CH:15][CH:14]=2)=[C:7]([CH2:9][CH2:10][CH3:11])[N:8]=1)[CH3:2]. The yield is 0.260.